From a dataset of Full USPTO retrosynthesis dataset with 1.9M reactions from patents (1976-2016). Predict the reactants needed to synthesize the given product. (1) Given the product [O:14]1[C:18]2[CH:19]=[CH:20][C:21]([C:23]3[CH:27]=[C:26](/[CH:28]=[CH:12]/[C:11]([C:5]4[CH:6]=[CH:7][C:8]([O:9][CH3:10])=[C:3]([O:2][CH3:1])[CH:4]=4)=[O:13])[NH:25][N:24]=3)=[CH:22][C:17]=2[O:16][CH2:15]1, predict the reactants needed to synthesize it. The reactants are: [CH3:1][O:2][C:3]1[CH:4]=[C:5]([C:11](=[O:13])[CH3:12])[CH:6]=[CH:7][C:8]=1[O:9][CH3:10].[O:14]1[C:18]2[CH:19]=[CH:20][C:21]([C:23]3[CH:27]=[C:26]([CH:28]=O)[NH:25][N:24]=3)=[CH:22][C:17]=2[O:16][CH2:15]1.[OH-].[Na+]. (2) Given the product [N+:22]([C:19]1[CH:18]=[CH:17][C:16]([O:15][C:10]2[CH:11]=[CH:12][CH:13]=[CH:14][C:9]=2[C:32]2[CH:37]=[CH:36][N:35]=[C:34]([NH2:38])[N:33]=2)=[CH:21][CH:20]=1)([O-:24])=[O:23], predict the reactants needed to synthesize it. The reactants are: CC1(C)C(C)(C)OB([C:9]2[CH:14]=[CH:13][CH:12]=[CH:11][C:10]=2[O:15][C:16]2[CH:21]=[CH:20][C:19]([N+:22]([O-:24])=[O:23])=[CH:18][CH:17]=2)O1.C([O-])(=O)C.[K+].Cl[C:32]1[CH:37]=[CH:36][N:35]=[C:34]([NH2:38])[N:33]=1.C(#N)C. (3) Given the product [I:12][C:3]1[N:4]2[CH:9]=[CH:8][CH:7]=[C:6]([C:10]#[N:11])[C:5]2=[N:1][CH:2]=1, predict the reactants needed to synthesize it. The reactants are: [N:1]1[CH:2]=[CH:3][N:4]2[CH:9]=[CH:8][CH:7]=[C:6]([C:10]#[N:11])[C:5]=12.[I:12]N1C(=O)CCC1=O. (4) Given the product [CH3:24][O:23][C:20]1[CH:21]=[CH:22][C:17]([CH2:16][N:15]([CH2:25][C:26]2[CH:31]=[CH:30][C:29]([O:32][CH3:33])=[CH:28][CH:27]=2)[C:10]2[N:11]=[C:12]([CH3:14])[N:13]=[C:8]([C:7]3[C:2]([NH:54][C:52]4[CH:51]=[CH:50][C:49]5[S:45][CH:46]=[N:47][C:48]=5[CH:53]=4)=[N:3][CH:4]=[C:5]([CH2:34][N:35]4[CH2:40][CH2:39][N:38]([S:41]([CH3:44])(=[O:43])=[O:42])[CH2:37][CH2:36]4)[CH:6]=3)[N:9]=2)=[CH:18][CH:19]=1, predict the reactants needed to synthesize it. The reactants are: F[C:2]1[C:7]([C:8]2[N:13]=[C:12]([CH3:14])[N:11]=[C:10]([N:15]([CH2:25][C:26]3[CH:31]=[CH:30][C:29]([O:32][CH3:33])=[CH:28][CH:27]=3)[CH2:16][C:17]3[CH:22]=[CH:21][C:20]([O:23][CH3:24])=[CH:19][CH:18]=3)[N:9]=2)=[CH:6][C:5]([CH2:34][N:35]2[CH2:40][CH2:39][N:38]([S:41]([CH3:44])(=[O:43])=[O:42])[CH2:37][CH2:36]2)=[CH:4][N:3]=1.[S:45]1[C:49]2[CH:50]=[CH:51][C:52]([NH2:54])=[CH:53][C:48]=2[N:47]=[CH:46]1.[Li+].C[Si]([N-][Si](C)(C)C)(C)C.